This data is from Catalyst prediction with 721,799 reactions and 888 catalyst types from USPTO. The task is: Predict which catalyst facilitates the given reaction. (1) Reactant: [Cl:1][C:2]1[CH:3]=[C:4]([CH:6]=[CH:7][CH:8]=1)[NH2:5].Cl.[N:10]([O-])=O.[Na+].C([O-])(=O)C.[Na+].[C:19]([CH2:21][C:22]([NH2:24])=[O:23])#[N:20]. Product: [Cl:1][C:2]1[CH:3]=[C:4]([N:5]=[N:10][CH:21]([C:19]#[N:20])[C:22]([NH2:24])=[O:23])[CH:6]=[CH:7][CH:8]=1. The catalyst class is: 40. (2) Reactant: C(OC([NH:8]C1C=CN=CC=1B(O)O)=O)(C)(C)C.[CH2:18]([N:22]1[C:34]([CH2:35][CH:36]([CH3:38])[CH3:37])=[C:33]2[C:24]([C:25]([NH2:39])=[N:26][C:27]3[CH:28]=[CH:29]C=[CH:31][C:32]=32)=[N:23]1)[CH2:19][CH2:20][CH3:21].C1(P(C2C=CC=CC=2)C2C=CC=CC=2)C=CC=CC=1. Product: [CH2:18]([N:22]1[C:34]([CH2:35][CH:36]([CH3:38])[CH3:37])=[C:33]2[C:24]([C:25]([NH2:39])=[N:26][C:27]3[CH:28]=[CH:29][N:8]=[CH:31][C:32]=32)=[N:23]1)[CH2:19][CH2:20][CH3:21]. The catalyst class is: 167. (3) Reactant: [NH:1]1[CH2:6][CH2:5][CH:4]([NH:7][C:8]2[CH:13]=[CH:12][C:11]([CH3:14])=[CH:10][N:9]=2)[CH2:3][CH2:2]1.C(NC(C)C)(C)C.[CH:22]1([CH2:28]Br)[CH2:27][CH2:26][CH2:25][CH2:24][CH2:23]1.C(OCC)(=O)C. Product: [CH:22]1([CH2:28][N:1]2[CH2:6][CH2:5][CH:4]([NH:7][C:8]3[CH:13]=[CH:12][C:11]([CH3:14])=[CH:10][N:9]=3)[CH2:3][CH2:2]2)[CH2:27][CH2:26][CH2:25][CH2:24][CH2:23]1. The catalyst class is: 8. (4) Reactant: Cl[C:2]1[CH:7]=[CH:6][N:5]=[CH:4][C:3]=1[N+:8]([O-:10])=[O:9].[CH3:11][C:12]1([CH2:15][OH:16])[CH2:14][CH2:13]1.[H-].[Na+].CN(C=O)C. Product: [CH3:11][C:12]1([CH2:15][O:16][C:2]2[CH:7]=[CH:6][N:5]=[CH:4][C:3]=2[N+:8]([O-:10])=[O:9])[CH2:14][CH2:13]1. The catalyst class is: 299. (5) Reactant: [O:1]([C:8]1[CH:19]=[CH:18][C:11]([O:12][C@@H:13]2[CH2:17][CH2:16][NH:15][CH2:14]2)=[CH:10][CH:9]=1)[C:2]1[CH:7]=[CH:6][CH:5]=[CH:4][CH:3]=1.[CH3:20][O:21][C:22](=[O:27])[CH2:23][CH2:24][CH2:25]Br.C(=O)([O-])[O-].[K+].[K+]. Product: [CH3:20][O:21][C:22](=[O:27])[CH2:23][CH2:24][CH2:25][N:15]1[CH2:16][CH2:17][C@@H:13]([O:12][C:11]2[CH:18]=[CH:19][C:8]([O:1][C:2]3[CH:7]=[CH:6][CH:5]=[CH:4][CH:3]=3)=[CH:9][CH:10]=2)[CH2:14]1. The catalyst class is: 3.